From a dataset of Catalyst prediction with 721,799 reactions and 888 catalyst types from USPTO. Predict which catalyst facilitates the given reaction. Reactant: Br[C:2]1[CH:3]=[C:4]2[C:9](=[CH:10][CH:11]=1)[N:8]=[CH:7][C:6]([C:12](=[O:14])[CH3:13])=[C:5]2[NH:15][C:16]1[CH:21]=[CH:20][C:19]([CH2:22][N:23]2[CH2:28][CH2:27][N:26]([CH3:29])[CH2:25][CH2:24]2)=[CH:18][CH:17]=1.[Cl:30][C:31]1[CH:36]=[C:35](B2OC(C)(C)C(C)(C)O2)[CH:34]=[C:33]([Cl:46])[C:32]=1[OH:47].Cl. Product: [ClH:30].[Cl:30][C:31]1[CH:36]=[C:35]([C:2]2[CH:3]=[C:4]3[C:9](=[CH:10][CH:11]=2)[N:8]=[CH:7][C:6]([C:12](=[O:14])[CH3:13])=[C:5]3[NH:15][C:16]2[CH:17]=[CH:18][C:19]([CH2:22][N:23]3[CH2:28][CH2:27][N:26]([CH3:29])[CH2:25][CH2:24]3)=[CH:20][CH:21]=2)[CH:34]=[C:33]([Cl:46])[C:32]=1[OH:47]. The catalyst class is: 98.